The task is: Regression/Classification. Given a drug SMILES string, predict its absorption, distribution, metabolism, or excretion properties. Task type varies by dataset: regression for continuous measurements (e.g., permeability, clearance, half-life) or binary classification for categorical outcomes (e.g., BBB penetration, CYP inhibition). For this dataset (solubility_aqsoldb), we predict Y.. This data is from Aqueous solubility values for 9,982 compounds from the AqSolDB database. The compound is CC1COC(Cn2cncn2)(c2ccc(Oc3ccc(Cl)cc3)cc2Cl)O1. The Y is -4.91 log mol/L.